Dataset: M1 muscarinic receptor antagonist screen with 61,756 compounds. Task: Binary Classification. Given a drug SMILES string, predict its activity (active/inactive) in a high-throughput screening assay against a specified biological target. (1) The compound is ClC1=C(NCC2OCCC2)C(=O)N(Cc2ccccc2)C1=O. The result is 0 (inactive). (2) The drug is Clc1c(ccc(OC(c2sc(nn2)N)C)c1)C. The result is 0 (inactive). (3) The molecule is O(c1nc(/[nH]c(c1)C)=C1\C(=O)C=CC=C1)c1ccccc1. The result is 0 (inactive). (4) The compound is O=C1N(C(=O)NC1(c1cc2OCOc2cc1)C)Cc1c2c(oc(=O)c1)cc(cc2)C. The result is 0 (inactive). (5) The molecule is S(=O)(=O)(CC(=O)NCCCN1CCCC1=O)Cc1nc(oc1C)c1c(cccc1)C. The result is 0 (inactive).